From a dataset of Catalyst prediction with 721,799 reactions and 888 catalyst types from USPTO. Predict which catalyst facilitates the given reaction. (1) Reactant: [OH:1][C:2]1[CH:7]=[C:6]([CH:8]([CH3:10])[CH3:9])[CH:5]=[CH:4][C:3]=1[CH2:11][CH2:12][NH:13][C:14](=[O:20])[O:15][C:16]([CH3:19])([CH3:18])[CH3:17].C(=O)([O-])[O-].[K+].[K+].Br[CH2:28][CH2:29][CH2:30][C:31]([O:33][CH2:34][CH3:35])=[O:32].Cl. Product: [C:16]([O:15][C:14]([NH:13][CH2:12][CH2:11][C:3]1[CH:4]=[CH:5][C:6]([CH:8]([CH3:9])[CH3:10])=[CH:7][C:2]=1[O:1][CH2:28][CH2:29][CH2:30][C:31]([O:33][CH2:34][CH3:35])=[O:32])=[O:20])([CH3:18])([CH3:17])[CH3:19]. The catalyst class is: 9. (2) Reactant: [Cl:1][C:2]1[N:7]=[CH:6][N:5]=[C:4]([C:8](Cl)=[O:9])[CH:3]=1.[CH3:11][C:12]1[CH:13]=[CH:14][CH:15]=[C:16]2[C:20]=1[NH:19][C:18](=[O:21])[CH2:17]2.[Cl-].[Cl-].[Cl-].[Al+3]. Product: [Cl:1][C:2]1[N:7]=[CH:6][N:5]=[C:4]([C:8]([C:14]2[CH:15]=[C:16]3[C:20](=[C:12]([CH3:11])[CH:13]=2)[NH:19][C:18](=[O:21])[CH2:17]3)=[O:9])[CH:3]=1. The catalyst class is: 25. (3) Reactant: [Cl-].O[NH3+:3].[C:4](=[O:7])([O-])[OH:5].[Na+].CS(C)=O.[CH3:13][C:14]1[N:48]=[C:17]2[N:18]([CH2:41][CH:42]([OH:47])[C:43]([F:46])([F:45])[F:44])[C:19](=[O:40])[C:20]([CH2:25][C:26]3[CH:31]=[CH:30][C:29]([C:32]4[C:33]([C:38]#[N:39])=[CH:34][CH:35]=[CH:36][CH:37]=4)=[CH:28][CH:27]=3)=[C:21]([CH2:22][CH2:23][CH3:24])[N:16]2[N:15]=1. Product: [CH3:13][C:14]1[N:48]=[C:17]2[N:18]([CH2:41][CH:42]([OH:47])[C:43]([F:45])([F:44])[F:46])[C:19](=[O:40])[C:20]([CH2:25][C:26]3[CH:27]=[CH:28][C:29]([C:32]4[CH:37]=[CH:36][CH:35]=[CH:34][C:33]=4[C:38]4[NH:3][C:4](=[O:7])[O:5][N:39]=4)=[CH:30][CH:31]=3)=[C:21]([CH2:22][CH2:23][CH3:24])[N:16]2[N:15]=1. The catalyst class is: 13. (4) Reactant: [CH3:1][C:2]1([CH3:16])[C:10]2[CH2:9][CH2:8][C:7](=O)[C:6](=O)[C:5]=2[C:4]([CH3:14])([CH3:13])[CH:3]1[CH3:15].CC1(C)C2CCCC(=O)C=2C(C)(C)C1C.[CH2:32]([NH2:35])[CH2:33][NH2:34].ClC1C(=O)C(C#N)=C(C#N)C(=O)C=1Cl. Product: [CH3:1][C:2]1([CH3:16])[C:10]2[CH2:9][CH2:8][C:7]3[N:35]=[CH:32][CH:33]=[N:34][C:6]=3[C:5]=2[C:4]([CH3:14])([CH3:13])[CH:3]1[CH3:15]. The catalyst class is: 270. (5) Reactant: [CH3:1][O:2][C:3]1[CH:4]=[C:5]2[C:10](=[CH:11][C:12]=1[O:13][CH3:14])[N:9]=[CH:8][N:7]=[C:6]2[O:15][C:16]1[CH:22]=[CH:21][C:19]([NH2:20])=[C:18]([O:23][CH3:24])[CH:17]=1.C(N(CC)CC)C.ClC(Cl)(O[C:36](=[O:42])OC(Cl)(Cl)Cl)Cl.[CH:44]([N:47]([CH:51]([CH3:53])[CH3:52])[CH2:48][CH2:49][NH2:50])([CH3:46])[CH3:45]. Product: [CH:44]([N:47]([CH:51]([CH3:53])[CH3:52])[CH2:48][CH2:49][NH:50][C:36]([NH:20][C:19]1[CH:21]=[CH:22][C:16]([O:15][C:6]2[C:5]3[C:10](=[CH:11][C:12]([O:13][CH3:14])=[C:3]([O:2][CH3:1])[CH:4]=3)[N:9]=[CH:8][N:7]=2)=[CH:17][C:18]=1[O:23][CH3:24])=[O:42])([CH3:46])[CH3:45]. The catalyst class is: 146. (6) Reactant: [CH:1]1[C:11]2[CH2:10][C:9]3([CH2:15][CH2:14][CH:13]([N:16]4[CH2:21][CH2:20][CH2:19][CH:18]([C:22]([O:24]CC)=[O:23])[CH2:17]4)[CH2:12]3)[C:8]3[CH:27]=[CH:28][CH:29]=[CH:30][C:7]=3[CH2:6][C:5]=2[CH:4]=[CH:3][CH:2]=1.[OH-].[K+]. Product: [CH:1]1[C:11]2[CH2:10][C:9]3([CH2:15][CH2:14][CH:13]([N:16]4[CH2:21][CH2:20][CH2:19][CH:18]([C:22]([OH:24])=[O:23])[CH2:17]4)[CH2:12]3)[C:8]3[CH:27]=[CH:28][CH:29]=[CH:30][C:7]=3[CH2:6][C:5]=2[CH:4]=[CH:3][CH:2]=1. The catalyst class is: 40. (7) Reactant: O.[C:2]1(C)[CH:7]=[CH:6][C:5](S(O)(=O)=O)=[CH:4][CH:3]=1.[Br:13][C:14]1[CH:19]=[CH:18][C:17]([C:20]2[C:24]([C:25]3[CH:30]=[CH:29][C:28]([S:31]([NH2:34])(=[O:33])=[O:32])=[CH:27][CH:26]=3)=[C:23]([CH3:35])[O:22][N:21]=2)=[CH:16][CH:15]=1.C(CC(=O)C)C(C)=O.O. Product: [Br:13][C:14]1[CH:15]=[CH:16][C:17]([C:20]2[C:24]([C:25]3[CH:30]=[CH:29][C:28]([S:31]([N:34]4[C:4]([CH3:5])=[CH:3][CH:2]=[C:7]4[CH3:6])(=[O:33])=[O:32])=[CH:27][CH:26]=3)=[C:23]([CH3:35])[O:22][N:21]=2)=[CH:18][CH:19]=1. The catalyst class is: 133. (8) The catalyst class is: 4. Product: [C:35]([NH:1][CH2:2][CH2:3][O:4][C:5]1[CH:10]=[CH:9][C:8]([NH:11][C:12](=[O:21])[C:13]2[CH:18]=[CH:17][CH:16]=[C:15]([O:19][CH3:20])[CH:14]=2)=[CH:7][C:6]=1[C:22]1[N:26]([CH3:27])[N:25]=[CH:24][CH:23]=1)(=[O:41])[CH2:36][CH2:37][CH2:38][CH2:39][CH3:40]. Reactant: [NH2:1][CH2:2][CH2:3][O:4][C:5]1[CH:10]=[CH:9][C:8]([NH:11][C:12](=[O:21])[C:13]2[CH:18]=[CH:17][CH:16]=[C:15]([O:19][CH3:20])[CH:14]=2)=[CH:7][C:6]=1[C:22]1[N:26]([CH3:27])[N:25]=[CH:24][CH:23]=1.C(N(CC)CC)C.[C:35](Cl)(=[O:41])[CH2:36][CH2:37][CH2:38][CH2:39][CH3:40]. (9) Reactant: [Cl:1][C:2]1[C:10]2[N:9]=[C:8]3[N:11]([C:15]4[C:16]([CH3:23])=[N:17][C:18]([O:21][CH3:22])=[CH:19][CH:20]=4)[CH2:12][CH2:13][CH2:14][N:7]3[C:6]=2[C:5]([CH:24]([O:27][CH:28]=[CH2:29])[CH2:25][CH3:26])=[CH:4][CH:3]=1.[CH2:30]([Zn]CC)C.ICI. Product: [Cl:1][C:2]1[C:10]2[N:9]=[C:8]3[N:11]([C:15]4[C:16]([CH3:23])=[N:17][C:18]([O:21][CH3:22])=[CH:19][CH:20]=4)[CH2:12][CH2:13][CH2:14][N:7]3[C:6]=2[C:5]([CH:24]([O:27][CH:28]2[CH2:30][CH2:29]2)[CH2:25][CH3:26])=[CH:4][CH:3]=1. The catalyst class is: 4. (10) Reactant: [NH2:1][C:2]1[C:3]2[C:10]([C:11]3[CH:16]=[CH:15][C:14]([O:17][C:18]4[CH:23]=[CH:22][CH:21]=[CH:20][CH:19]=4)=[CH:13][CH:12]=3)=[C:9](Br)[N:8]([C@@H:25]3[CH2:29][CH2:28][N:27]([C:30]([O:32][C:33]([CH3:36])([CH3:35])[CH3:34])=[O:31])[CH2:26]3)[C:4]=2[N:5]=[CH:6][N:7]=1.[C:37]([Cu])#[N:38].N#N. Product: [NH2:1][C:2]1[C:3]2[C:10]([C:11]3[CH:16]=[CH:15][C:14]([O:17][C:18]4[CH:23]=[CH:22][CH:21]=[CH:20][CH:19]=4)=[CH:13][CH:12]=3)=[C:9]([C:37]#[N:38])[N:8]([C@@H:25]3[CH2:29][CH2:28][N:27]([C:30]([O:32][C:33]([CH3:36])([CH3:35])[CH3:34])=[O:31])[CH2:26]3)[C:4]=2[N:5]=[CH:6][N:7]=1. The catalyst class is: 3.